Dataset: Reaction yield outcomes from USPTO patents with 853,638 reactions. Task: Predict the reaction yield, written as a fraction of the theoretical maximum amount of product (1.0 means a 100% yield; for example, 0.34 means a 34% yield). The reactants are [OH:1][C:2]1[CH:3]=[C:4]([CH:7]=[CH:8][C:9]=1O)[CH:5]=[O:6].[C:11](=[O:14])([O-])[O-].[Cs+].[Cs+].S(O[CH2:22][CH2:23][CH2:24][CH2:25][CH2:26][CH2:27][CH2:28][CH2:29]/[CH:30]=[CH:31]\[CH2:32][CH2:33][CH2:34][CH2:35][CH2:36][CH2:37][CH2:38][CH3:39])(=O)(=O)C. The catalyst is COCCOCCOC. The product is [CH2:22]([O:1][C:2]1[C:3]([O:14][CH2:11][CH2:22][CH2:23][CH2:24][CH2:25][CH2:26][CH2:27][CH2:28]/[CH:29]=[CH:30]\[CH2:31][CH2:32][CH2:33][CH2:34][CH2:35][CH2:36][CH2:37][CH3:38])=[C:4]([CH:7]=[CH:8][CH:9]=1)[CH:5]=[O:6])[CH2:23][CH2:24][CH2:25][CH2:26][CH2:27][CH2:28][CH2:29]/[CH:30]=[CH:31]\[CH2:32][CH2:33][CH2:34][CH2:35][CH2:36][CH2:37][CH2:38][CH3:39]. The yield is 0.890.